Dataset: Full USPTO retrosynthesis dataset with 1.9M reactions from patents (1976-2016). Task: Predict the reactants needed to synthesize the given product. (1) Given the product [C:1]([O:5][C:6]([N:8]1[CH2:14][CH2:13][CH2:12][C@H:9]1[CH2:10][NH:24][C:20]1[CH:21]=[CH:22][CH:23]=[C:18]([O:17][C:16]([F:15])([F:25])[F:26])[CH:19]=1)=[O:7])([CH3:4])([CH3:3])[CH3:2], predict the reactants needed to synthesize it. The reactants are: [C:1]([O:5][C:6]([N:8]1[CH2:14][CH2:13][CH2:12][C@H:9]1[CH:10]=O)=[O:7])([CH3:4])([CH3:3])[CH3:2].[F:15][C:16]([F:26])([F:25])[O:17][C:18]1[CH:19]=[C:20]([NH2:24])[CH:21]=[CH:22][CH:23]=1.C(O[BH-](OC(=O)C)OC(=O)C)(=O)C.[Na+]. (2) Given the product [Br:14][C:10]1[CH:9]=[C:8]2[C:13](=[CH:12][CH:11]=1)[N:5]([CH2:4][C:3]1[CH:17]=[CH:18][CH:19]=[CH:20][C:2]=1[Cl:1])[C:6](=[O:16])[C:7]2([OH:15])[CH2:24][N+:21]([O-:23])=[O:22], predict the reactants needed to synthesize it. The reactants are: [Cl:1][C:2]1[CH:20]=[CH:19][CH:18]=[CH:17][C:3]=1[CH2:4][N:5]1[C:13]2[C:8](=[CH:9][C:10]([Br:14])=[CH:11][CH:12]=2)[C:7](=[O:15])[C:6]1=[O:16].[N+:21]([CH3:24])([O-:23])=[O:22].